From a dataset of Reaction yield outcomes from USPTO patents with 853,638 reactions. Predict the reaction yield, written as a fraction of the theoretical maximum amount of product (1.0 means a 100% yield; for example, 0.34 means a 34% yield). (1) The reactants are [NH2:1][C:2]1[CH:10]=[CH:9][C:5]([C:6]([OH:8])=O)=[C:4]([C:11]([F:14])([F:13])[F:12])[CH:3]=1.C1C=CC2N(O)N=NC=2C=1.C(Cl)CCl.CCN(CC)CC.[CH2:36]([N:38]1[CH2:43][CH2:42][NH:41][CH2:40][CH2:39]1)[CH3:37]. The catalyst is C(Cl)Cl. The product is [NH2:1][C:2]1[CH:10]=[CH:9][C:5]([C:6]([N:41]2[CH2:42][CH2:43][N:38]([CH2:36][CH3:37])[CH2:39][CH2:40]2)=[O:8])=[C:4]([C:11]([F:14])([F:13])[F:12])[CH:3]=1. The yield is 0.890. (2) The reactants are [C:1]([O:5][C:6]([N:8]1[C@H:12]([CH2:13][NH:14][C:15]2[CH:20]=[CH:19][CH:18]=[CH:17][CH:16]=2)[CH2:11][O:10][C:9]1([CH3:22])[CH3:21])=[O:7])([CH3:4])([CH3:3])[CH3:2].[CH:23](=O)[CH3:24].[BH3-]C#N.[Na+]. The catalyst is CO.[Cl-].[Cl-].[Zn+2]. The product is [C:1]([O:5][C:6]([N:8]1[C@H:12]([CH2:13][N:14]([CH2:23][CH3:24])[C:15]2[CH:16]=[CH:17][CH:18]=[CH:19][CH:20]=2)[CH2:11][O:10][C:9]1([CH3:22])[CH3:21])=[O:7])([CH3:4])([CH3:2])[CH3:3]. The yield is 0.770. (3) The reactants are [ClH:1].[CH3:2][O:3][C:4]1[CH:11]=[C:10]([O:12][CH3:13])[CH:9]=[CH:8][C:5]=1[C:6]#[N:7].[CH2:14]([OH:16])[CH3:15]. No catalyst specified. The product is [ClH:1].[CH3:2][O:3][C:4]1[CH:11]=[C:10]([O:12][CH3:13])[CH:9]=[CH:8][C:5]=1[C:6](=[NH:7])[O:16][CH2:14][CH3:15]. The yield is 0.570. (4) The reactants are [NH2:1][C:2]1[S:6][N:5]=[C:4]([CH3:7])[C:3]=1[C:8]([NH:10][C:11]1[CH:16]=[CH:15][C:14]([Cl:17])=[C:13]([Cl:18])[CH:12]=1)=[O:9].Br[C:20]1[CH:27]=[CH:26][C:23]([C:24]#[N:25])=[CH:22][N:21]=1.C(=O)([O-])[O-].[Cs+].[Cs+].CC1(C)C2C(=C(P(C3C=CC=CC=3)C3C=CC=CC=3)C=CC=2)OC2C(P(C3C=CC=CC=3)C3C=CC=CC=3)=CC=CC1=2. The catalyst is O1CCOCC1.CN(C=O)C.C([O-])(=O)C.[Pd+2].C([O-])(=O)C. The product is [C:24]([C:23]1[CH:26]=[CH:27][C:20]([NH:1][C:2]2[S:6][N:5]=[C:4]([CH3:7])[C:3]=2[C:8]([NH:10][C:11]2[CH:16]=[CH:15][C:14]([Cl:17])=[C:13]([Cl:18])[CH:12]=2)=[O:9])=[N:21][CH:22]=1)#[N:25]. The yield is 0.110. (5) The reactants are [F:1][C:2]1[CH:7]=[CH:6][C:5]([C:8]([F:11])([F:10])[F:9])=[CH:4][C:3]=1[OH:12].C(N(C(C)C)CC)(C)C.[CH3:22][O:23][CH2:24]Cl.O. The catalyst is ClCCl. The product is [F:1][C:2]1[CH:7]=[CH:6][C:5]([C:8]([F:10])([F:11])[F:9])=[CH:4][C:3]=1[O:12][CH2:22][O:23][CH3:24]. The yield is 1.00. (6) The reactants are [C:1]1([C@H:7]([CH3:42])[C:8]([N:10]2[C:16]3[CH:17]=[CH:18][C:19]([C:21]([OH:30])([C:26]([F:29])([F:28])[F:27])[C:22]([F:25])([F:24])[F:23])=[CH:20][C:15]=3[CH2:14][CH2:13][C@H:12]([O:31][C:32]3[CH:33]=[C:34]([CH2:38][C:39]([OH:41])=[O:40])[CH:35]=[CH:36][CH:37]=3)[CH2:11]2)=[O:9])[CH:6]=[CH:5][CH:4]=[CH:3][CH:2]=1.C[O:44][C:45](=O)[CH2:46][C:47]1C=CC=C(O)C=1.[C:68]1(P([C:68]2[CH:73]=[CH:72][CH:71]=[CH:70][CH:69]=2)[C:68]2[CH:73]=[CH:72][CH:71]=[CH:70][CH:69]=2)[CH:73]=[CH:72][CH:71]=[CH:70][CH:69]=1.N(C(OCC)=O)=N[C:76](OCC)=O. The catalyst is C1(C)C=CC=CC=1. The product is [F:23][C:22]([F:25])([F:24])[C:21]([O:30][C:45](=[O:44])[C@H:46]([C:68]1[CH:69]=[CH:70][CH:71]=[CH:72][CH:73]=1)[CH3:47])([C:19]1[CH:18]=[CH:17][C:16]2[N:10]([C:8](=[O:9])[C@H:7]([C:1]3[CH:6]=[CH:5][CH:4]=[CH:3][CH:2]=3)[CH3:42])[CH2:11][C@@H:12]([O:31][C:32]3[CH:37]=[CH:36][CH:35]=[C:34]([CH2:38][C:39]([O:41][CH3:76])=[O:40])[CH:33]=3)[CH2:13][CH2:14][C:15]=2[CH:20]=1)[C:26]([F:28])([F:29])[F:27]. The yield is 0.370. (7) The product is [CH2:1]([C:9]1[CH:10]=[CH:11][C:12]([C:13]([NH:25][CH2:26][C:27]2[C:28]([OH:35])=[N:29][C:30]([CH3:34])=[CH:31][C:32]=2[CH3:33])=[O:15])=[CH:16][CH:17]=1)[C:2]1[CH:3]=[CH:4][CH:5]=[CH:6][CH:7]=1. The catalyst is ClCCl. The yield is 0.290. The reactants are [C:1]([C:9]1[CH:17]=[CH:16][C:12]([C:13]([OH:15])=O)=[CH:11][CH:10]=1)(=O)[C:2]1[CH:7]=[CH:6][CH:5]=[CH:4][CH:3]=1.C(N(CC)CC)C.[NH2:25][CH2:26][C:27]1[C:28]([OH:35])=[N:29][C:30]([CH3:34])=[CH:31][C:32]=1[CH3:33].